From a dataset of NCI-60 drug combinations with 297,098 pairs across 59 cell lines. Regression. Given two drug SMILES strings and cell line genomic features, predict the synergy score measuring deviation from expected non-interaction effect. Drug 1: CN(C(=O)NC(C=O)C(C(C(CO)O)O)O)N=O. Drug 2: CC(C)CN1C=NC2=C1C3=CC=CC=C3N=C2N. Cell line: BT-549. Synergy scores: CSS=5.72, Synergy_ZIP=-4.13, Synergy_Bliss=-5.92, Synergy_Loewe=0.845, Synergy_HSA=-2.78.